From a dataset of Reaction yield outcomes from USPTO patents with 853,638 reactions. Predict the reaction yield, written as a fraction of the theoretical maximum amount of product (1.0 means a 100% yield; for example, 0.34 means a 34% yield). (1) The yield is 0.650. The product is [Si:1]([O:8][C@@H:17]1[N:23]([C:24]([O:26][CH2:27][C:28]2[CH:29]=[CH:30][C:31]([NH:34][NH:35][CH:36]([CH3:52])[C:37]([NH:39][CH:40]([CH:49]([CH3:51])[CH3:50])[C:41](=[O:48])[C:42]([O:44][CH2:45][CH:46]=[CH2:47])=[O:43])=[O:38])=[CH:32][CH:33]=2)=[O:25])[C:22]2[CH:53]=[C:54]([O:59][Si:60]([CH:64]([CH3:66])[CH3:65])([CH:67]([CH3:68])[CH3:69])[CH:61]([CH3:62])[CH3:63])[C:55]([O:57][CH3:58])=[CH:56][C:21]=2[C:20](=[O:70])[N:19]2[CH:71]=[C:72]([CH3:74])[CH2:73][C@@H:18]12)([C:4]([CH3:7])([CH3:6])[CH3:5])([CH3:3])[CH3:2]. The catalyst is ClCCl. The reactants are [Si:1]([O:8]S(C(F)(F)F)(=O)=O)([C:4]([CH3:7])([CH3:6])[CH3:5])([CH3:3])[CH3:2].O[C@@H:17]1[N:23]([C:24]([O:26][CH2:27][C:28]2[CH:33]=[CH:32][C:31]([NH:34][NH:35][CH:36]([CH3:52])[C:37]([NH:39][CH:40]([CH:49]([CH3:51])[CH3:50])[C:41](=[O:48])[C:42]([O:44][CH2:45][CH:46]=[CH2:47])=[O:43])=[O:38])=[CH:30][CH:29]=2)=[O:25])[C:22]2[CH:53]=[C:54]([O:59][Si:60]([CH:67]([CH3:69])[CH3:68])([CH:64]([CH3:66])[CH3:65])[CH:61]([CH3:63])[CH3:62])[C:55]([O:57][CH3:58])=[CH:56][C:21]=2[C:20](=[O:70])[N:19]2[CH:71]=[C:72]([CH3:74])[CH2:73][C@@H:18]12.N1C(C)=CC=CC=1C. (2) The reactants are [S:1]1[CH:5]=[CH:4][CH:3]=[C:2]1[C:6]1[CH:11]=[CH:10][N:9]=[C:8]2[N:12]([C@@H:15]3[O:20][C@H:19]([CH2:21][O:22][C:23]([C:40]4[CH:45]=[CH:44][CH:43]=[CH:42][CH:41]=4)([C:32]4[CH:37]=[CH:36][C:35]([O:38][CH3:39])=[CH:34][CH:33]=4)[C:24]4[CH:29]=[CH:28][C:27]([O:30][CH3:31])=[CH:26][CH:25]=4)[C@@H:17]([OH:18])[CH2:16]3)[CH:13]=[N:14][C:7]=12.N1C=CC=CC=1.[CH:52]([N:55]([CH:69]([CH3:71])[CH3:70])[P:56](N(C(C)C)C(C)C)[O:57]CCC#N)([CH3:54])[CH3:53].N1C=NN=N1. The catalyst is C(#N)C.O.CO. The product is [C:15]([CH2:16][CH2:17][O:18][P:56]([N:55]([CH:69]([CH3:71])[CH3:70])[CH:52]([CH3:54])[CH3:53])[OH:57])#[N:12].[S:1]1[CH:5]=[CH:4][CH:3]=[C:2]1[C:6]1[CH:11]=[CH:10][N:9]=[C:8]2[N:12]([C@@H:15]3[O:20][C@H:19]([CH2:21][O:22][C:23]([C:40]4[CH:41]=[CH:42][CH:43]=[CH:44][CH:45]=4)([C:24]4[CH:29]=[CH:28][C:27]([O:30][CH3:31])=[CH:26][CH:25]=4)[C:32]4[CH:37]=[CH:36][C:35]([O:38][CH3:39])=[CH:34][CH:33]=4)[C@@H:17]([OH:18])[CH2:16]3)[CH:13]=[N:14][C:7]=12. The yield is 0.870. (3) The reactants are C(OC(=O)[NH:7][CH2:8][CH2:9][C:10]1[CH:15]=[CH:14][C:13]([O:16][C:17]2[CH:22]=[CH:21][C:20]([Cl:23])=[CH:19][CH:18]=2)=[CH:12][CH:11]=1)(C)(C)C.C(O)(C(F)(F)F)=O. The catalyst is C(Cl)Cl. The product is [Cl:23][C:20]1[CH:21]=[CH:22][C:17]([O:16][C:13]2[CH:14]=[CH:15][C:10]([CH2:9][CH2:8][NH2:7])=[CH:11][CH:12]=2)=[CH:18][CH:19]=1. The yield is 0.908. (4) The reactants are I[C:2]1[CH:3]=[CH:4][C:5]2[N:6]([CH:8]=[C:9]([NH:11][C:12]([CH:14]3[CH2:16][CH2:15]3)=[O:13])[N:10]=2)[N:7]=1.[CH3:17][N:18]1[C:22]([CH2:23][NH:24][C:25]2[CH:26]=[C:27]([OH:32])[CH:28]=[CH:29][C:30]=2[CH3:31])=[CH:21][C:20]([CH3:33])=[N:19]1.C(=O)([O-])[O-].[K+].[K+]. The catalyst is CN(C)C=O. The product is [CH3:17][N:18]1[C:22]([CH2:23][NH:24][C:25]2[CH:26]=[C:27]([CH:28]=[CH:29][C:30]=2[CH3:31])[O:32][C:2]2[CH:3]=[CH:4][C:5]3[N:6]([CH:8]=[C:9]([NH:11][C:12]([CH:14]4[CH2:16][CH2:15]4)=[O:13])[N:10]=3)[N:7]=2)=[CH:21][C:20]([CH3:33])=[N:19]1. The yield is 0.720. (5) The reactants are [F:1][C:2]1[CH:7]=[C:6]([CH3:8])[C:5]([N+:9]([O-:11])=[O:10])=[CH:4][C:3]=1[N+:12]([O-:14])=[O:13].CO[CH:17]([N:20]([CH3:22])[CH3:21])OC.CN(C=O)C. The catalyst is O. The product is [F:1][C:2]1[C:3]([N+:12]([O-:14])=[O:13])=[CH:4][C:5]([N+:9]([O-:11])=[O:10])=[C:6]([CH:8]=[CH:17][N:20]([CH3:22])[CH3:21])[CH:7]=1. The yield is 0.630. (6) The reactants are [Br:1][C:2]1[CH:3]=[CH:4][C:5]([CH2:12]CO)=[C:6]([C:8]([OH:11])([CH3:10])[CH3:9])[CH:7]=1.N1C=CN=C1.[C:20]([Si:24]([CH3:27])([CH3:26])Cl)([CH3:23])([CH3:22])[CH3:21].[OH2:28]. The catalyst is CN(C)C=O. The yield is 0.700. The product is [Br:1][C:2]1[CH:3]=[CH:4][C:5]([CH2:12][O:28][Si:24]([C:20]([CH3:23])([CH3:22])[CH3:21])([CH3:27])[CH3:26])=[C:6]([C:8]([OH:11])([CH3:9])[CH3:10])[CH:7]=1. (7) The reactants are Cl[C:2]1[C:11]2[C:6](=[CH:7][C:8]([O:14][CH3:15])=[C:9]([C:12]#[N:13])[CH:10]=2)[N:5]=[CH:4][CH:3]=1.[F:16][C:17]1[C:25]([OH:26])=[CH:24][CH:23]=[C:22]2[C:18]=1[CH:19]=[C:20]([CH3:27])[NH:21]2.C(=O)([O-])[O-].[Cs+].[Cs+]. The catalyst is CN(C=O)C. The product is [C:12]([C:9]1[CH:10]=[C:11]2[C:6](=[CH:7][C:8]=1[O:14][CH3:15])[N:5]=[CH:4][CH:3]=[C:2]2[O:26][C:25]1[C:17]([F:16])=[C:18]2[C:22](=[CH:23][CH:24]=1)[NH:21][C:20]([CH3:27])=[CH:19]2)#[N:13]. The yield is 0.350.